This data is from Experimental lipophilicity measurements (octanol/water distribution) for 4,200 compounds from AstraZeneca. The task is: Regression/Classification. Given a drug SMILES string, predict its absorption, distribution, metabolism, or excretion properties. Task type varies by dataset: regression for continuous measurements (e.g., permeability, clearance, half-life) or binary classification for categorical outcomes (e.g., BBB penetration, CYP inhibition). For this dataset (lipophilicity_astrazeneca), we predict Y. (1) The compound is O=C1C(=O)c2ccc([N+](=O)[O-])cc2-c2ccccc21. The Y is 2.56 logD. (2) The drug is Cc1ccc(-c2c[nH]cn2)cc1NC(=O)c1ccc(OCc2ccccn2)cc1. The Y is 2.81 logD. (3) The compound is CC(C)CC(c1ccccn1)n1[nH]c(=O)c2nc3cc(Cl)ccc3c(O)c2c1=O. The Y is 1.83 logD. (4) The compound is OC[C@H](Nc1ncc(Cl)c(Nc2cc(C3CC3)[nH]n2)n1)c1ccc(F)cc1. The Y is 3.75 logD. (5) The drug is Nc1nc(N)c2cc(Br)ccc2n1. The Y is 1.78 logD. (6) The drug is COc1ccc(COc2ccc(Cc3cnc(N)nc3N)cc2OC)cc1. The Y is 2.27 logD. (7) The drug is Fc1ncccc1OC[C@@H]1CCN1. The Y is -1.20 logD.